Task: Predict the reactants needed to synthesize the given product.. Dataset: Full USPTO retrosynthesis dataset with 1.9M reactions from patents (1976-2016) (1) Given the product [CH:13]1([C:12]2[C:3]3[C:4](=[N:5][C:6]([S:8][CH3:9])=[N:7][C:2]=3[NH:18][CH2:19][C@H:20]([OH:22])[CH3:21])[NH:10][N:11]=2)[CH2:17][CH2:16][CH2:15][CH2:14]1, predict the reactants needed to synthesize it. The reactants are: Cl[C:2]1[N:7]=[C:6]([S:8][CH3:9])[N:5]=[C:4]2[NH:10][N:11]=[C:12]([CH:13]3[CH2:17][CH2:16][CH2:15][CH2:14]3)[C:3]=12.[NH2:18][CH2:19][C@@H:20]([OH:22])[CH3:21]. (2) Given the product [CH3:10][O:11][C:12]1([CH2:19][O:20][CH3:21])[CH2:17][CH2:16][C:15]2([NH:6][C:22](=[O:24])[NH:5][C:1]2=[O:4])[CH2:14][CH2:13]1, predict the reactants needed to synthesize it. The reactants are: [C:1](=[O:4])([O-])[O-].[NH4+:5].[NH4+:6].[C-]#N.[Na+].[CH3:10][O:11][C:12]1([CH2:19][O:20][CH3:21])[CH2:17][CH2:16][C:15](=O)[CH2:14][CH2:13]1.[CH2:22]([OH:24])C. (3) Given the product [NH2:29][C:13]1[CH:12]=[C:11]([O:10][CH3:9])[C:18]([O:19][CH2:20][CH2:21][CH2:22][N:23]2[CH2:24][CH2:25][O:26][CH2:27][CH2:28]2)=[CH:17][C:14]=1[C:15]#[N:16], predict the reactants needed to synthesize it. The reactants are: S(S([O-])=O)([O-])=O.[Na+].[Na+].[CH3:9][O:10][C:11]1[C:18]([O:19][CH2:20][CH2:21][CH2:22][N:23]2[CH2:28][CH2:27][O:26][CH2:25][CH2:24]2)=[CH:17][C:14]([C:15]#[N:16])=[C:13]([N+:29]([O-])=O)[CH:12]=1.Cl.[OH-].[Na+]. (4) Given the product [CH:1]1([N:7]([CH2:28][CH:29]2[CH2:31][CH2:30]2)[C:8]2[N:13]=[CH:12][N:11]=[C:10]([C:14]([NH:16][C:17]3[CH:22]=[CH:21][C:20]([S:23]([NH:41][CH2:40][CH2:39][C:38]([O:37][C:33]([CH3:36])([CH3:35])[CH3:34])=[O:42])(=[O:25])=[O:24])=[CH:19][C:18]=3[CH3:27])=[O:15])[CH:9]=2)[CH2:6][CH2:5][CH2:4][CH2:3][CH2:2]1, predict the reactants needed to synthesize it. The reactants are: [CH:1]1([N:7]([CH2:28][CH:29]2[CH2:31][CH2:30]2)[C:8]2[N:13]=[CH:12][N:11]=[C:10]([C:14]([NH:16][C:17]3[CH:22]=[CH:21][C:20]([S:23](Cl)(=[O:25])=[O:24])=[CH:19][C:18]=3[CH3:27])=[O:15])[CH:9]=2)[CH2:6][CH2:5][CH2:4][CH2:3][CH2:2]1.Cl.[C:33]([O:37][C:38](=[O:42])[CH2:39][CH2:40][NH2:41])([CH3:36])([CH3:35])[CH3:34].C(N(CC)CC)C. (5) The reactants are: [C:1]([C@@H:4]1[CH2:9][CH2:8][C@H:7]([O:10][C:11]2[CH:31]=[CH:30][C:14]([C:15]([NH:17][CH2:18][CH2:19][NH:20][C:21](=[O:29])[C:22]3[CH:27]=[CH:26][C:25]([Cl:28])=[CH:24][CH:23]=3)=[O:16])=[CH:13][CH:12]=2)[CH2:6][CH2:5]1)(=O)[NH2:2].FC(F)(F)C(O)=O.C(=O)([O-])O.[Na+]. Given the product [Cl:28][C:25]1[CH:24]=[CH:23][C:22]([C:21]([NH:20][CH2:19][CH2:18][NH:17][C:15](=[O:16])[C:14]2[CH:30]=[CH:31][C:11]([O:10][C@H:7]3[CH2:8][CH2:9][C@@H:4]([C:1]#[N:2])[CH2:5][CH2:6]3)=[CH:12][CH:13]=2)=[O:29])=[CH:27][CH:26]=1, predict the reactants needed to synthesize it. (6) Given the product [CH3:6][N:7]([CH3:22])[C:8]1[CH:17]=[CH:16][CH:15]=[C:14]2[C:9]=1[CH:10]=[CH:11][CH:12]=[C:13]2[S:18]([NH:23][CH2:24][C:25]([OH:27])=[O:26])(=[O:20])=[O:19], predict the reactants needed to synthesize it. The reactants are: C([O-])(O)=O.[Na+].[CH3:6][N:7]([CH3:22])[C:8]1[CH:17]=[CH:16][CH:15]=[C:14]2[C:9]=1[CH:10]=[CH:11][CH:12]=[C:13]2[S:18](Cl)(=[O:20])=[O:19].[NH2:23][CH2:24][C:25]([OH:27])=[O:26].C(N(CC)CC)C. (7) Given the product [CH:1]1([N:4]([C@H:31]2[C:40]3[CH:39]=[C:38]([F:41])[CH:37]=[CH:36][C:35]=3[N:34]([C:42](=[O:54])[C:43]3[CH:44]=[CH:45][C:46]([O:49][C:50]([F:51])([F:53])[F:52])=[CH:47][CH:48]=3)[C@H:33]3[CH2:55][CH2:56][CH2:57][C@@H:32]23)[C:5](=[O:30])[CH2:6][CH2:7][C:8]([O:10][CH:11]2[O:16][CH:15]([C:17]([OH:19])=[O:18])[CH:14]([OH:27])[CH:13]([OH:28])[CH:12]2[OH:29])=[O:9])[CH2:3][CH2:2]1, predict the reactants needed to synthesize it. The reactants are: [CH:1]1([N:4]([C@H:31]2[C:40]3[CH:39]=[C:38]([F:41])[CH:37]=[CH:36][C:35]=3[N:34]([C:42](=[O:54])[C:43]3[CH:48]=[CH:47][C:46]([O:49][C:50]([F:53])([F:52])[F:51])=[CH:45][CH:44]=3)[C@H:33]3[CH2:55][CH2:56][CH2:57][C@@H:32]23)[C:5](=[O:30])[CH2:6][CH2:7][C:8]([O:10][CH:11]2[O:16][CH:15]([C:17]([O:19]CC3C=CC=CC=3)=[O:18])[CH:14]([OH:27])[CH:13]([OH:28])[CH:12]2[OH:29])=[O:9])[CH2:3][CH2:2]1.C1CCC=CC=1.